This data is from Retrosynthesis with 50K atom-mapped reactions and 10 reaction types from USPTO. The task is: Predict the reactants needed to synthesize the given product. (1) Given the product COc1ccc(F)c(C=NNc2ccc(F)cc2)c1, predict the reactants needed to synthesize it. The reactants are: COc1ccc(F)c(C=O)c1.NNc1ccc(F)cc1. (2) Given the product O=[N+]([O-])c1ccc(F)cc1OCCCOC1CCCCO1, predict the reactants needed to synthesize it. The reactants are: BrCCCOC1CCCCO1.O=[N+]([O-])c1ccc(F)cc1O. (3) Given the product CCS(=O)(=O)CCn1c([N+](=O)[O-])cnc1C, predict the reactants needed to synthesize it. The reactants are: CCS(=O)O.Cc1ncc([N+](=O)[O-])n1CCBr. (4) Given the product COc1ccc(C(=O)COC(C)=O)cc1, predict the reactants needed to synthesize it. The reactants are: CC(=O)[O-].COc1ccc(C(=O)CBr)cc1.